This data is from Forward reaction prediction with 1.9M reactions from USPTO patents (1976-2016). The task is: Predict the product of the given reaction. (1) Given the reactants [C:1]([O:5][C:6](=[O:17])[NH:7][C@H:8]([C:10]1[CH:15]=[CH:14][C:13](Br)=[CH:12][CH:11]=1)[CH3:9])([CH3:4])([CH3:3])[CH3:2].CN(C)CCN(C)C.C([Li])CCC.[CH:31]([C@:33]1([CH3:48])[CH2:37][CH2:36][CH2:35][N:34]1[C:38]([O:40][CH2:41][C:42]1[CH:47]=[CH:46][CH:45]=[CH:44][CH:43]=1)=[O:39])=[O:32].[Cl-].[NH4+], predict the reaction product. The product is: [C:1]([O:5][C:6]([NH:7][C@H:8]([C:10]1[CH:15]=[CH:14][C:13]([CH:31]([OH:32])[C@:33]2([CH3:48])[CH2:37][CH2:36][CH2:35][N:34]2[C:38]([O:40][CH2:41][C:42]2[CH:47]=[CH:46][CH:45]=[CH:44][CH:43]=2)=[O:39])=[CH:12][CH:11]=1)[CH3:9])=[O:17])([CH3:4])([CH3:3])[CH3:2]. (2) Given the reactants [C:1]([C:5]1[CH:6]=[C:7]([CH:10]=[CH:11][C:12]=1[N:13]1[CH2:17][CH2:16][CH2:15][CH2:14]1)[CH:8]=[O:9])([CH3:4])([CH3:3])[CH3:2].[C:18]([Mg]Br)#[CH:19], predict the reaction product. The product is: [C:1]([C:5]1[CH:6]=[C:7]([CH:8]([OH:9])[C:18]#[CH:19])[CH:10]=[CH:11][C:12]=1[N:13]1[CH2:17][CH2:16][CH2:15][CH2:14]1)([CH3:4])([CH3:2])[CH3:3]. (3) Given the reactants [NH2:1][C:2]1[CH:7]=[CH:6][C:5]([Cl:8])=[CH:4][C:3]=1[C:9]([C:11]1[CH:16]=[CH:15][CH:14]=[C:13]([CH3:17])[N:12]=1)=[O:10].[CH3:18][C:19]([C:26]1[CH:31]=[CH:30][C:29]([S:32](Cl)(=[O:34])=[O:33])=[CH:28][CH:27]=1)([C:21]1[O:22][CH:23]=[CH:24][N:25]=1)[CH3:20], predict the reaction product. The product is: [Cl:8][C:5]1[CH:6]=[CH:7][C:2]([NH:1][S:32]([C:29]2[CH:28]=[CH:27][C:26]([C:19]([CH3:20])([C:21]3[O:22][CH:23]=[CH:24][N:25]=3)[CH3:18])=[CH:31][CH:30]=2)(=[O:33])=[O:34])=[C:3]([C:9]([C:11]2[CH:16]=[CH:15][CH:14]=[C:13]([CH3:17])[N:12]=2)=[O:10])[CH:4]=1. (4) Given the reactants [C:1]([CH:4]1[S:9][CH2:8][CH2:7][N:6]([C:10]([O:12][C:13]([CH3:16])([CH3:15])[CH3:14])=[O:11])[CH2:5]1)(=O)[NH2:2].B, predict the reaction product. The product is: [NH2:2][CH2:1][CH:4]1[S:9][CH2:8][CH2:7][N:6]([C:10]([O:12][C:13]([CH3:16])([CH3:15])[CH3:14])=[O:11])[CH2:5]1. (5) Given the reactants Br[C:2]1[CH:7]=[C:6]([Cl:8])[N:5]=[C:4]([N:9]2[CH2:14][CH2:13][O:12][CH2:11][CH2:10]2)[C:3]=1[F:15].[CH3:16][C:17]1[N:22]=[CH:21][C:20]([NH2:23])=[CH:19][C:18]=1B1OC(C)(C)C(C)(C)O1.C(=O)([O-])[O-].[Na+].[Na+], predict the reaction product. The product is: [Cl:8][C:6]1[N:5]=[C:4]([N:9]2[CH2:14][CH2:13][O:12][CH2:11][CH2:10]2)[C:3]([F:15])=[C:2]([C:18]2[C:17]([CH3:16])=[N:22][CH:21]=[C:20]([NH2:23])[CH:19]=2)[CH:7]=1. (6) Given the reactants C([O:3][C:4]([C:6]1[N:7]=[N:8][S:9][C:10]=1[NH:11][C:12]([O:14][C:15]([CH3:18])([CH3:17])[CH3:16])=[O:13])=[O:5])C.[OH-].[Li+], predict the reaction product. The product is: [C:15]([O:14][C:12]([NH:11][C:10]1[S:9][N:8]=[N:7][C:6]=1[C:4]([OH:5])=[O:3])=[O:13])([CH3:18])([CH3:16])[CH3:17]. (7) Given the reactants [CH3:1][C:2]1([C:7]2[O:11][C:10]([CH2:12][N:13]3[CH:17]=[C:16]([NH2:18])[CH:15]=[N:14]3)=[CH:9][CH:8]=2)[O:6]CCO1.[CH3:19][C:20]1[S:21][C:22]([C:28]2[CH:33]=[CH:32][CH:31]=[CH:30][CH:29]=2)=[C:23]([C:25](O)=[O:26])[N:24]=1, predict the reaction product. The product is: [C:2]([C:7]1[O:11][C:10]([CH2:12][N:13]2[CH:17]=[C:16]([NH:18][C:25]([C:23]3[N:24]=[C:20]([CH3:19])[S:21][C:22]=3[C:28]3[CH:29]=[CH:30][CH:31]=[CH:32][CH:33]=3)=[O:26])[CH:15]=[N:14]2)=[CH:9][CH:8]=1)(=[O:6])[CH3:1].